This data is from Reaction yield outcomes from USPTO patents with 853,638 reactions. The task is: Predict the reaction yield, written as a fraction of the theoretical maximum amount of product (1.0 means a 100% yield; for example, 0.34 means a 34% yield). The reactants are [Br:1][C:2]1[CH:3]=[C:4]([C:8]([O:10][CH3:11])=[O:9])[O:5][C:6]=1Br.[Cl-].[CH3:13][Zn+]. The catalyst is C1COCC1.Cl[Pd](Cl)([P](C1C=CC=CC=1)(C1C=CC=CC=1)C1C=CC=CC=1)[P](C1C=CC=CC=1)(C1C=CC=CC=1)C1C=CC=CC=1. The product is [Br:1][C:2]1[CH:3]=[C:4]([C:8]([O:10][CH3:11])=[O:9])[O:5][C:6]=1[CH3:13]. The yield is 0.510.